The task is: Predict the reaction yield, written as a fraction of the theoretical maximum amount of product (1.0 means a 100% yield; for example, 0.34 means a 34% yield).. This data is from Reaction yield outcomes from USPTO patents with 853,638 reactions. The reactants are C(N(CC)CC)C.Br[C:9]1[CH:10]=[C:11]([C:16]2[CH:21]=[CH:20][N:19]=[CH:18][CH:17]=2)[CH:12]=[C:13]([Cl:15])[CH:14]=1.[CH:22]([C:24]1[CH:29]=[CH:28][C:27]([N:30]2[CH2:35][CH2:34][N:33]([C:36](=[O:38])[CH3:37])[CH2:32][CH2:31]2)=[CH:26][CH:25]=1)=[CH2:23].C1C=CC(P(C2C=CC=CC=2)C2C=CC=CC=2)=CC=1. The catalyst is C(#N)C. The product is [Cl:15][C:13]1[CH:14]=[C:9]([CH:10]=[C:11]([C:16]2[CH:21]=[CH:20][N:19]=[CH:18][CH:17]=2)[CH:12]=1)/[CH:23]=[CH:22]/[C:24]1[CH:25]=[CH:26][C:27]([N:30]2[CH2:31][CH2:32][N:33]([C:36](=[O:38])[CH3:37])[CH2:34][CH2:35]2)=[CH:28][CH:29]=1. The yield is 0.120.